This data is from Catalyst prediction with 721,799 reactions and 888 catalyst types from USPTO. The task is: Predict which catalyst facilitates the given reaction. (1) Reactant: [CH:1]1([CH2:7][O:8][C:9]2[CH:14]=[C:13]([O:15][CH2:16][CH2:17][O:18][CH3:19])[CH:12]=[CH:11][C:10]=2/[CH:20]=[CH:21]/[C:22]([O:24]CC)=[O:23])[CH2:6][CH2:5][CH2:4][CH2:3][CH2:2]1.[OH-].[Na+]. Product: [CH:1]1([CH2:7][O:8][C:9]2[CH:14]=[C:13]([O:15][CH2:16][CH2:17][O:18][CH3:19])[CH:12]=[CH:11][C:10]=2/[CH:20]=[CH:21]/[C:22]([OH:24])=[O:23])[CH2:2][CH2:3][CH2:4][CH2:5][CH2:6]1. The catalyst class is: 214. (2) Reactant: [CH2:1]([C@@:5]1([CH2:28][CH3:29])[NH:11][C@H:10]([C:12]2[CH:17]=[CH:16][CH:15]=[CH:14][CH:13]=2)[C:9]2[CH:18]=[C:19]([O:24][CH3:25])[C:20]([CH:22]=O)=[CH:21][C:8]=2[S:7](=[O:27])(=[O:26])[CH2:6]1)[CH2:2][CH2:3][CH3:4].[C:30]([O:38][CH2:39][CH3:40])(=[O:37])[CH2:31][C:32]([O:34][CH2:35][CH3:36])=[O:33].N1CCCCC1. The catalyst class is: 11. Product: [CH2:1]([C@@:5]1([CH2:28][CH3:29])[NH:11][C@H:10]([C:12]2[CH:17]=[CH:16][CH:15]=[CH:14][CH:13]=2)[C:9]2[CH:18]=[C:19]([O:24][CH3:25])[C:20]([CH:22]=[C:31]([C:32]([O:34][CH2:35][CH3:36])=[O:33])[C:30]([O:38][CH2:39][CH3:40])=[O:37])=[CH:21][C:8]=2[S:7](=[O:26])(=[O:27])[CH2:6]1)[CH2:2][CH2:3][CH3:4].